This data is from Reaction yield outcomes from USPTO patents with 853,638 reactions. The task is: Predict the reaction yield, written as a fraction of the theoretical maximum amount of product (1.0 means a 100% yield; for example, 0.34 means a 34% yield). (1) The reactants are [C:1]([C:3]1[CH:4]=[C:5]([NH:14][C:15](=[O:28])[CH2:16][CH2:17][CH2:18][C:19]2[CH:24]=[CH:23][C:22]([B:25]([OH:27])[OH:26])=[CH:21][CH:20]=2)[CH:6]=[CH:7][C:8]=1[S:9]([CH2:12][CH3:13])(=[O:11])=[O:10])#[N:2].BrC1C=CC(CCCC(NC2C=CC(S(CC)(=O)=O)=C(C=2)CN[C:49](=[O:55])[O:50][C:51]([CH3:54])([CH3:53])[CH3:52])=O)=CC=1.CC1(C)COB(B2OCC(C)(C)CO2)OC1.B(O)O. No catalyst specified. The product is [C:51]([O:50][C:49]([NH:2][CH2:1][C:3]1[CH:4]=[C:5]([NH:14][C:15](=[O:28])[CH2:16][CH2:17][CH2:18][C:19]2[CH:20]=[CH:21][C:22]([B:25]([OH:26])[OH:27])=[CH:23][CH:24]=2)[CH:6]=[CH:7][C:8]=1[S:9]([CH2:12][CH3:13])(=[O:11])=[O:10])=[O:55])([CH3:54])([CH3:53])[CH3:52]. The yield is 0.820. (2) The reactants are B(F)(F)F.CC[O:7][CH2:8][CH3:9].[CH:10]([N:23]1[C:31]2[C:26](=[CH:27][C:28]([Cl:32])=[CH:29][CH:30]=2)[CH:25]=[C:24]1[CH2:33][CH2:34][NH:35][S:36]([CH2:39][C:40]1[C:45]([CH3:46])=[CH:44][CH:43]=[CH:42][C:41]=1[CH3:47])(=[O:38])=[O:37])([C:17]1[CH:22]=[CH:21][CH:20]=[CH:19][CH:18]=1)[C:11]1[CH:16]=[CH:15][CH:14]=[CH:13][CH:12]=1.C([SiH](CC)CC)C.C(OC(=O)C1[CH:64]=[CH:63][C:62]([CH2:65][CH2:66][CH:67]=O)=[CH:61][CH:60]=1)C.FC(F)(F)C(O)=[O:73].B(F)(F)F.C(=O)(O)[O-].[Na+].[OH-].[Na+].C(O)(=O)C. The catalyst is O.C1(C)C=CC=CC=1.O1CCCC1.C(Cl)Cl. The product is [CH:10]([N:23]1[C:31]2[C:26](=[CH:27][C:28]([Cl:32])=[CH:29][CH:30]=2)[C:25]([CH2:67][CH2:66][CH2:65][C:62]2[CH:63]=[CH:64][C:9]([C:8]([OH:7])=[O:73])=[CH:60][CH:61]=2)=[C:24]1[CH2:33][CH2:34][NH:35][S:36]([CH2:39][C:40]1[C:45]([CH3:46])=[CH:44][CH:43]=[CH:42][C:41]=1[CH3:47])(=[O:38])=[O:37])([C:11]1[CH:12]=[CH:13][CH:14]=[CH:15][CH:16]=1)[C:17]1[CH:18]=[CH:19][CH:20]=[CH:21][CH:22]=1. The yield is 0.810. (3) The reactants are [CH2:1]([O:8][C:9]1[N:14]=[C:13](Cl)[C:12]([F:16])=[CH:11][N:10]=1)[C:2]1[CH:7]=[CH:6][CH:5]=[CH:4][CH:3]=1.[F:17][C:18]([F:28])([F:27])[C:19]1[CH:20]=[C:21]([NH:25][NH2:26])[CH:22]=[CH:23][CH:24]=1.C(O)C.C(N(CC)CC)C. The catalyst is CCOCC. The product is [CH2:1]([O:8][C:9]1[N:14]=[C:13]([NH:26][NH:25][C:21]2[CH:22]=[CH:23][CH:24]=[C:19]([C:18]([F:17])([F:28])[F:27])[CH:20]=2)[C:12]([F:16])=[CH:11][N:10]=1)[C:2]1[CH:7]=[CH:6][CH:5]=[CH:4][CH:3]=1. The yield is 0.770.